From a dataset of Retrosynthesis with 50K atom-mapped reactions and 10 reaction types from USPTO. Predict the reactants needed to synthesize the given product. (1) Given the product COc1cc(Cl)ccc1-c1csc(C=O)c1-c1ccc(NS(C)(=O)=O)cc1C, predict the reactants needed to synthesize it. The reactants are: COc1cc(Cl)ccc1B(O)O.Cc1cc(NS(C)(=O)=O)ccc1-c1c(Br)csc1C=O. (2) Given the product N#CCc1sccc1C#N, predict the reactants needed to synthesize it. The reactants are: N#Cc1ccsc1CBr.[C-]#N. (3) Given the product CC(C)(C)CNC(=O)c1ccc2cncc(-c3ccccc3F)c2n1, predict the reactants needed to synthesize it. The reactants are: CC(C)(C)CNC(=O)c1ccc2cncc(Br)c2n1.OB(O)c1ccccc1F. (4) Given the product CCc1cc2c(NCc3ccc(OC)c(OC)c3)nc(Cl)nc2s1, predict the reactants needed to synthesize it. The reactants are: CCc1cc2c(Cl)nc(Cl)nc2s1.COc1ccc(CN)cc1OC. (5) Given the product C[C@@H](O)[C@](O)(Cn1cncn1)c1cc(F)c(F)cc1F, predict the reactants needed to synthesize it. The reactants are: C[C@@H](OC1CCCCO1)C(O)(Cn1cncn1)c1cc(F)c(F)cc1F. (6) Given the product Nc1ccc(-c2cccc(-c3cc(-c4ccc(C(F)(F)F)cc4)cc(C(F)(F)F)n3)c2)cn1, predict the reactants needed to synthesize it. The reactants are: CC1(C)OB(c2ccc(N)nc2)OC1(C)C.FC(F)(F)c1ccc(-c2cc(-c3cccc(Br)c3)nc(C(F)(F)F)c2)cc1. (7) Given the product O=C(NC(=O)C(Cl)(Cl)Cl)Oc1ccccc1, predict the reactants needed to synthesize it. The reactants are: O=C=NC(=O)C(Cl)(Cl)Cl.Oc1ccccc1. (8) The reactants are: CC(C)(C)OC(=O)N1C[C@@H]2C[C@H]1CN2.ClCc1ccc(Cc2nc3ccccc3s2)cc1. Given the product CC(C)(C)OC(=O)N1CC2CC1CN2Cc1ccc(Cc2nc3ccccc3s2)cc1, predict the reactants needed to synthesize it. (9) Given the product N#Cc1ccc(C=O)c(S(=O)(=O)CCO)c1, predict the reactants needed to synthesize it. The reactants are: N#Cc1ccc(C2OCCCO2)c(S(=O)(=O)CCO)c1. (10) Given the product Cc1ccc(S(=O)(=O)OCCC(C)C(C(=O)NNC(=O)OC(C)(C)C)c2ccc(F)cc2)cc1, predict the reactants needed to synthesize it. The reactants are: CC(CCO)C(C(=O)NNC(=O)OC(C)(C)C)c1ccc(F)cc1.Cc1ccc(S(=O)(=O)Cl)cc1.